From a dataset of Peptide-MHC class I binding affinity with 185,985 pairs from IEDB/IMGT. Regression. Given a peptide amino acid sequence and an MHC pseudo amino acid sequence, predict their binding affinity value. This is MHC class I binding data. (1) The MHC is Mamu-A01 with pseudo-sequence Mamu-A01. The peptide sequence is QVPSLQYLA. The binding affinity (normalized) is 0.723. (2) The peptide sequence is KFLWEWASA. The MHC is Patr-A0701 with pseudo-sequence Patr-A0701. The binding affinity (normalized) is 0.210. (3) The peptide sequence is KEGKLQCRI. The MHC is HLA-A02:11 with pseudo-sequence HLA-A02:11. The binding affinity (normalized) is 0.0847. (4) The peptide sequence is SHEGEGIPL. The binding affinity (normalized) is 0.0847. The MHC is HLA-A26:02 with pseudo-sequence HLA-A26:02. (5) The peptide sequence is YVFPVIFSR. The MHC is HLA-A32:01 with pseudo-sequence HLA-A32:01. The binding affinity (normalized) is 0.0565. (6) The peptide sequence is QLNAWGCAF. The MHC is Mamu-B17 with pseudo-sequence Mamu-B17. The binding affinity (normalized) is 0.191. (7) The peptide sequence is KVRGRLLAL. The MHC is HLA-A03:19 with pseudo-sequence HLA-A03:19. The binding affinity (normalized) is 0.321.